From a dataset of Full USPTO retrosynthesis dataset with 1.9M reactions from patents (1976-2016). Predict the reactants needed to synthesize the given product. (1) Given the product [F:27][C:21]1[C:22]([F:26])=[CH:23][CH:24]=[CH:25][C:20]=1[C@H:17]1[CH2:16][N:15]2[C:28]([C:31]3([OH:33])[CH2:2][CH2:1]3)=[CH:29][N:30]=[C:14]2[C@H:13]([NH:12][C:10](=[O:11])[O:9][C:5]([CH3:7])([CH3:8])[CH3:6])[CH2:19][CH2:18]1, predict the reactants needed to synthesize it. The reactants are: [CH2:1]([Mg]Br)[CH3:2].[C:5]([O:9][C:10]([NH:12][C@@H:13]1[CH2:19][CH2:18][C@@H:17]([C:20]2[CH:25]=[CH:24][CH:23]=[C:22]([F:26])[C:21]=2[F:27])[CH2:16][N:15]2[C:28]([C:31]([O:33]C)=O)=[CH:29][N:30]=[C:14]12)=[O:11])([CH3:8])([CH3:7])[CH3:6]. (2) The reactants are: [OH:1][C@:2]([CH3:33])([CH2:17][CH2:18][CH2:19][C@H:20]([CH3:32])[CH2:21][CH2:22][CH2:23][C@H:24]([CH3:31])[CH2:25][CH2:26][CH2:27][CH:28]([CH3:30])[CH3:29])[CH2:3][CH2:4][C:5]1[C:6]([CH2:14][CH2:15][CH3:16])=[C:7]([OH:13])[CH:8]=[C:9]([CH3:12])[C:10]=1[OH:11].C(#N)C.C(Cl)Cl.O=[N+]([O-])[O-].[O-][N+](=O)[O-].[O-][N+](=O)[O-].[O-][N+](=O)[O-].[O-][N+](=O)[O-].[O-][N+](=O)[O-].[Ce+4].[NH4+].[NH4+]. Given the product [OH:1][C@:2]([CH3:33])([CH2:17][CH2:18][CH2:19][C@H:20]([CH3:32])[CH2:21][CH2:22][CH2:23][C@H:24]([CH3:31])[CH2:25][CH2:26][CH2:27][CH:28]([CH3:30])[CH3:29])[CH2:3][CH2:4][C:5]1[C:10](=[O:11])[C:9]([CH3:12])=[CH:8][C:7](=[O:13])[C:6]=1[CH2:14][CH2:15][CH3:16], predict the reactants needed to synthesize it.